Dataset: Full USPTO retrosynthesis dataset with 1.9M reactions from patents (1976-2016). Task: Predict the reactants needed to synthesize the given product. (1) The reactants are: [Cl:1][C:2]1[N:7]=[C:6](Cl)[C:5](I)=[CH:4][N:3]=1.[NH2:10][C@H:11]([CH2:16][OH:17])[CH2:12][CH:13]([CH3:15])[CH3:14].[S:18]1[CH:22]=[CH:21][C:20](B(O)O)=[CH:19]1. Given the product [Cl:1][C:2]1[N:7]=[C:6]([NH:10][C@@H:11]([CH2:12][CH:13]([CH3:15])[CH3:14])[CH2:16][OH:17])[C:5]([C:20]2[CH:21]=[CH:22][S:18][CH:19]=2)=[CH:4][N:3]=1, predict the reactants needed to synthesize it. (2) Given the product [F:25][C:21]1[C:13]2[N:14]([C:15]3[CH:16]=[CH:17][CH:18]=[CH:19][CH:20]=3)[C:10]([C@@H:8]([NH2:7])[CH3:9])=[N:11][C:12]=2[CH:24]=[CH:23][CH:22]=1, predict the reactants needed to synthesize it. The reactants are: C(OC(=O)[NH:7][C@H:8]([C:10]1[N:14]([C:15]2[CH:20]=[CH:19][CH:18]=[CH:17][CH:16]=2)[C:13]2[C:21]([F:25])=[CH:22][CH:23]=[CH:24][C:12]=2[N:11]=1)[CH3:9])(C)(C)C.C(O)(C(F)(F)F)=O. (3) Given the product [CH3:8][C@H:6]1[O:7][C@@H:2]([CH3:1])[CH2:3][N:4]([C:9]2[C:14]([CH:15]=[O:16])=[CH:13][C:12]([C:27]3[N:28]=[CH:29][NH:30][CH:31]=3)=[CH:11][N:10]=2)[CH2:5]1, predict the reactants needed to synthesize it. The reactants are: [CH3:1][C@@H:2]1[O:7][C@H:6]([CH3:8])[CH2:5][N:4]([C:9]2[C:14]([CH:15]=[O:16])=[CH:13][C:12](B3OC(C)(C)C(C)(C)O3)=[CH:11][N:10]=2)[CH2:3]1.Br[C:27]1[N:28]=[CH:29][NH:30][CH:31]=1. (4) Given the product [CH:22]12[CH:27]([NH:1][C:2]3[CH:3]=[CH:4][C:5]([C:8]4[C:9]([NH2:13])=[N:10][O:11][N:12]=4)=[CH:6][CH:7]=3)[CH:25]([CH2:24][CH2:23]1)[CH2:26][NH:21]2, predict the reactants needed to synthesize it. The reactants are: [NH2:1][C:2]1[CH:7]=[CH:6][C:5]([C:8]2[C:9]([NH2:13])=[N:10][O:11][N:12]=2)=[CH:4][CH:3]=1.C([N:21]1[CH2:26][CH:25]2[C:27](=O)[CH:22]1[CH2:23][CH2:24]2)C1C=CC=CC=1. (5) The reactants are: [CH3:1][C@@H:2]1[O:7][C@H:6]([CH3:8])[CH2:5][N:4]([C:9]2[CH:16]=[C:15]([F:17])[C:14]([C:18]#[CH:19])=[CH:13][C:10]=2[CH:11]=[O:12])[CH2:3]1.Br[C:21]1[S:22][CH:23]=[N:24][N:25]=1. Given the product [CH3:1][C@H:2]1[O:7][C@@H:6]([CH3:8])[CH2:5][N:4]([C:9]2[CH:16]=[C:15]([F:17])[C:14]([C:18]#[C:19][C:21]3[S:22][CH:23]=[N:24][N:25]=3)=[CH:13][C:10]=2[CH:11]=[O:12])[CH2:3]1, predict the reactants needed to synthesize it. (6) Given the product [C:26]([C:14]1[C:13]2[O:29][C:2](=[O:3])[NH:11][C:12]=2[C:17]([O:18][CH2:19][C:20]2[CH:25]=[CH:24][CH:23]=[CH:22][CH:21]=2)=[CH:16][CH:15]=1)(=[O:28])[CH3:27], predict the reactants needed to synthesize it. The reactants are: Cl[C:2](OC1C=CC=CC=1)=[O:3].[NH2:11][C:12]1[C:13]([OH:29])=[C:14]([C:26](=[O:28])[CH3:27])[CH:15]=[CH:16][C:17]=1[O:18][CH2:19][C:20]1[CH:25]=[CH:24][CH:23]=[CH:22][CH:21]=1.Cl. (7) Given the product [CH2:13]([O:8][C:7](=[O:9])[C:6]1[CH:10]=[CH:11][C:3]([C:1]#[N:2])=[CH:4][C:5]=1[F:12])[CH3:14], predict the reactants needed to synthesize it. The reactants are: [C:1]([C:3]1[CH:11]=[CH:10][C:6]([C:7]([OH:9])=[O:8])=[C:5]([F:12])[CH:4]=1)#[N:2].[CH3:13][CH2:14]O.Cl.C(N=C=NCCCN(C)C)C.ON1C2C=CC=CC=2N=N1.CCN(C(C)C)C(C)C. (8) Given the product [CH3:31][S:28]([C:23]1[CH:24]=[CH:25][CH:26]=[CH:27][C:22]=1[S:19]([NH:11][C:8]1[CH:9]=[C:10]2[C:5](=[CH:6][CH:7]=1)[NH:4][N:3]=[C:2]2[C:41]1[CH:42]=[CH:43][S:39][CH:40]=1)(=[O:21])=[O:20])(=[O:30])=[O:29], predict the reactants needed to synthesize it. The reactants are: I[C:2]1[C:10]2[C:5](=[CH:6][CH:7]=[C:8]([N:11]([S:19]([C:22]3[CH:27]=[CH:26][CH:25]=[CH:24][C:23]=3[S:28]([CH3:31])(=[O:30])=[O:29])(=[O:21])=[O:20])C(OC(C)(C)C)=O)[CH:9]=2)[N:4](C(OC(C)(C)C)=O)[N:3]=1.[S:39]1[CH:43]=[CH:42][C:41](B(O)O)=[CH:40]1.C(=O)([O-])O.[Na+].